From a dataset of Reaction yield outcomes from USPTO patents with 853,638 reactions. Predict the reaction yield, written as a fraction of the theoretical maximum amount of product (1.0 means a 100% yield; for example, 0.34 means a 34% yield). (1) The reactants are S(Cl)([Cl:3])=O.[CH3:5][O:6][C:7](=[O:18])[C:8]1[CH:13]=[C:12]([N+:14]([O-:16])=[O:15])[CH:11]=[N:10][C:9]=1O. The catalyst is CN(C=O)C. The product is [CH3:5][O:6][C:7](=[O:18])[C:8]1[CH:13]=[C:12]([N+:14]([O-:16])=[O:15])[CH:11]=[N:10][C:9]=1[Cl:3]. The yield is 0.990. (2) The reactants are [CH3:1][O:2][C:3]1[CH:4]=[C:5]([NH2:15])[CH:6]=[CH:7][C:8]=1[N:9]1[CH:13]=[C:12]([CH3:14])[N:11]=[CH:10]1.[C:16]([O:20][C:21](=[O:33])[CH2:22][N:23]([C:25]1[CH:30]=[C:29]([CH3:31])[N:28]=[C:27](Cl)[N:26]=1)[CH3:24])([CH3:19])([CH3:18])[CH3:17].C(=O)([O-])[O-].[K+].[K+]. The product is [C:16]([O:20][C:21](=[O:33])[CH2:22][N:23]([C:25]1[CH:30]=[C:29]([CH3:31])[N:28]=[C:27]([NH:15][C:5]2[CH:6]=[CH:7][C:8]([N:9]3[CH:13]=[C:12]([CH3:14])[N:11]=[CH:10]3)=[C:3]([O:2][CH3:1])[CH:4]=2)[N:26]=1)[CH3:24])([CH3:19])([CH3:18])[CH3:17]. The yield is 0.790. No catalyst specified. (3) The product is [C:51]([O:15][CH2:14][C:13]([CH3:16])([CH3:17])[CH2:12][N:11]1[C:5]2[CH:4]=[CH:3][C:2]([Cl:1])=[CH:44][C:6]=2[C@@H:7]([C:34]2[CH:39]=[CH:38][CH:37]=[C:36]([O:40][CH3:41])[C:35]=2[O:42][CH3:43])[O:8][C@H:9]([CH2:19][C:20]([NH:22][C:23]2[CH:24]=[C:25]([CH:29]=[CH:30][C:31]=2[O:32][CH3:33])[C:26]([OH:28])=[O:27])=[O:21])[C:10]1=[O:18])(=[O:53])[CH3:52]. The yield is 0.860. The reactants are [Cl:1][C:2]1[CH:3]=[CH:4][C:5]2[N:11]([CH2:12][C:13]([CH3:17])([CH3:16])[CH2:14][OH:15])[C:10](=[O:18])[C@@H:9]([CH2:19][C:20]([NH:22][C:23]3[CH:24]=[C:25]([CH:29]=[CH:30][C:31]=3[O:32][CH3:33])[C:26]([OH:28])=[O:27])=[O:21])[O:8][C@H:7]([C:34]3[CH:39]=[CH:38][CH:37]=[C:36]([O:40][CH3:41])[C:35]=3[O:42][CH3:43])[C:6]=2[CH:44]=1.N1C=CC=CC=1.[C:51](OCC)(=[O:53])[CH3:52].C(Cl)(=O)C. The catalyst is O.